This data is from Forward reaction prediction with 1.9M reactions from USPTO patents (1976-2016). The task is: Predict the product of the given reaction. (1) Given the reactants [OH:1][CH:2]([C:35]1[C:43]2[S:42][C:41](=[O:44])[NH:40][C:39]=2[C:38]([OH:45])=[CH:37][CH:36]=1)[CH2:3][N:4]([CH2:8][C:9]1[CH:14]=[CH:13][C:12]([O:15][CH2:16][CH2:17][N:18]2[CH2:34][CH2:33][C:21]3([O:26][CH2:25][CH2:24][N:23](C(=O)C(F)(F)F)[CH2:22]3)[CH2:20][CH2:19]2)=[CH:11][CH:10]=1)[C:5](=O)[O-:6], predict the reaction product. The product is: [O:26]1[C:21]2([CH2:20][CH2:19][N:18]([CH2:17][CH2:16][O:15][C:12]3[CH:13]=[CH:14][C:9]([CH2:8][N:4]([CH2:3][C@H:2]([OH:1])[C:35]4[C:43]5[S:42][C:41](=[O:44])[NH:40][C:39]=5[C:38]([OH:45])=[CH:37][CH:36]=4)[C:5](=[O:6])[O:26][C:21]([CH3:33])([CH3:22])[CH3:20])=[CH:10][CH:11]=3)[CH2:34][CH2:33]2)[CH2:22][NH:23][CH2:24][CH2:25]1. (2) Given the reactants [CH3:1][O:2][C:3]1[N:8]=[CH:7][C:6]([CH2:9][NH:10][C:11]2[C:12]3[CH2:20][NH:19][CH2:18][CH2:17][C:13]=3[N:14]=[CH:15][N:16]=2)=[CH:5][CH:4]=1.[Cl:21][C:22]1[CH:23]=[CH:24][C:25](F)=[C:26]([CH:29]=1)[C:27]#[N:28].C(N(CC)C(C)C)(C)C.C([O-])(O)=O.[Na+], predict the reaction product. The product is: [Cl:21][C:22]1[CH:23]=[CH:24][C:25]([N:19]2[CH2:18][CH2:17][C:13]3[N:14]=[CH:15][N:16]=[C:11]([NH:10][CH2:9][C:6]4[CH:7]=[N:8][C:3]([O:2][CH3:1])=[CH:4][CH:5]=4)[C:12]=3[CH2:20]2)=[C:26]([CH:29]=1)[C:27]#[N:28]. (3) Given the reactants [Cl:1][C:2]1[C:11]2[C:6](=[CH:7][CH:8]=[C:9]([CH:12]([C:14]3[C:15]([CH3:21])=[N:16]C(C)=[CH:18][CH:19]=3)[OH:13])[CH:10]=2)[N:5]=[C:4]([O:22][CH3:23])[C:3]=1[CH2:24][C:25]1[CH:30]=[CH:29][C:28]([C:31]([F:34])([F:33])[F:32])=[CH:27][CH:26]=1.[Li]CCCC.CC1C(C=O)=C(C)[O:43]N=1, predict the reaction product. The product is: [Cl:1][C:2]1[C:11]2[C:6](=[CH:7][CH:8]=[C:9]([CH:12]([C:14]3[C:15]([CH3:21])=[N:16][O:43][C:19]=3[CH3:18])[OH:13])[CH:10]=2)[N:5]=[C:4]([O:22][CH3:23])[C:3]=1[CH2:24][C:25]1[CH:26]=[CH:27][C:28]([C:31]([F:34])([F:32])[F:33])=[CH:29][CH:30]=1.